From a dataset of Reaction yield outcomes from USPTO patents with 853,638 reactions. Predict the reaction yield, written as a fraction of the theoretical maximum amount of product (1.0 means a 100% yield; for example, 0.34 means a 34% yield). (1) The yield is 0.733. No catalyst specified. The product is [CH3:1][C:2]1[C:6]2[C:7](=[O:19])[N:8]([CH2:11][CH2:12][N:13]3[CH2:14][CH2:15][O:16][CH2:17][CH2:18]3)[CH2:9][CH2:10][C:5]=2[NH:4][C:3]=1[CH:20]=[C:25]1[C:24]2[C:28](=[CH:29][CH:30]=[CH:31][C:23]=2[CH3:22])[NH:27][C:26]1=[O:32]. The reactants are [CH3:1][C:2]1[C:6]2[C:7](=[O:19])[N:8]([CH2:11][CH2:12][N:13]3[CH2:18][CH2:17][O:16][CH2:15][CH2:14]3)[CH2:9][CH2:10][C:5]=2[NH:4][C:3]=1[CH:20]=O.[CH3:22][C:23]1[CH:31]=[CH:30][CH:29]=[C:28]2[C:24]=1[CH2:25][C:26](=[O:32])[NH:27]2. (2) The reactants are [CH3:1][C:2]1([S:10]([C:13]2[CH:18]=[CH:17][CH:16]=[C:15]([C:19]([F:22])([F:21])[F:20])[CH:14]=2)(=[O:12])=[O:11])[CH2:7][CH2:6][O:5][CH:4]([CH2:8][OH:9])[CH2:3]1.[Cl:23][C:24]1[CH:29]=[N:28][C:27](Cl)=[CH:26][N:25]=1.C([O-])([O-])=O.[Cs+].[Cs+]. The catalyst is C1(C)C=CC=CC=1.O. The product is [Cl:23][C:24]1[CH:29]=[N:28][C:27]([O:9][CH2:8][CH:4]2[CH2:3][C:2]([CH3:1])([S:10]([C:13]3[CH:18]=[CH:17][CH:16]=[C:15]([C:19]([F:20])([F:22])[F:21])[CH:14]=3)(=[O:11])=[O:12])[CH2:7][CH2:6][O:5]2)=[CH:26][N:25]=1. The yield is 0.530.